From a dataset of Full USPTO retrosynthesis dataset with 1.9M reactions from patents (1976-2016). Predict the reactants needed to synthesize the given product. (1) Given the product [CH2:1]([N:8]([CH2:26][C:27]1[CH:32]=[CH:31][CH:30]=[CH:29][CH:28]=1)[C:9]1[CH:14]=[CH:13][C:12]([C:15]2[CH:24]=[C:23]3[C:18]([CH:19]=[CH:20][CH:21]=[N:22]3)=[C:17]([N:33]3[CH2:38][CH2:37][O:36][CH2:35][CH2:34]3)[N:16]=2)=[CH:11][CH:10]=1)[C:2]1[CH:7]=[CH:6][CH:5]=[CH:4][CH:3]=1, predict the reactants needed to synthesize it. The reactants are: [CH2:1]([N:8]([CH2:26][C:27]1[CH:32]=[CH:31][CH:30]=[CH:29][CH:28]=1)[C:9]1[CH:14]=[CH:13][C:12]([C:15]2[CH:24]=[C:23]3[C:18]([CH:19]=[CH:20][CH:21]=[N:22]3)=[C:17](Cl)[N:16]=2)=[CH:11][CH:10]=1)[C:2]1[CH:7]=[CH:6][CH:5]=[CH:4][CH:3]=1.[NH:33]1[CH2:38][CH2:37][O:36][CH2:35][CH2:34]1. (2) The reactants are: [NH2:1][C:2]1[S:3][C:4]2[C:10]([CH:11]=O)=[CH:9][CH:8]=[C:7]([O:13][CH3:14])[C:5]=2[N:6]=1.[NH:15]1[CH2:20][CH2:19][O:18][CH2:17][CH2:16]1.C(O)(=O)C.[BH-](OC(C)=O)(OC(C)=O)OC(C)=O.[Na+].C([O-])(O)=O.[Na+]. Given the product [CH3:14][O:13][C:7]1[C:5]2[N:6]=[C:2]([NH2:1])[S:3][C:4]=2[C:10]([CH2:11][N:15]2[CH2:20][CH2:19][O:18][CH2:17][CH2:16]2)=[CH:9][CH:8]=1, predict the reactants needed to synthesize it. (3) Given the product [CH3:1][C:2]1([CH3:16])[C:3]2([CH2:12][CH2:11][C:6](=[O:7])[CH2:5][CH2:4]2)[CH2:13][CH2:14][O:15]1, predict the reactants needed to synthesize it. The reactants are: [CH3:1][C:2]1([CH3:16])[O:15][CH2:14][CH2:13][C:3]21[CH2:12][CH2:11][C:6]1(OCC[O:7]1)[CH2:5][CH2:4]2.Cl. (4) Given the product [C:1]([C:3]1([NH:6][C:7]([C@@H:9]2[CH2:13][C@@H:12]([S:14]([C:17]3[CH:22]=[CH:21][C:20]([C:39]4[CH:40]=[CH:41][N:36]=[C:37]([CH3:45])[CH:38]=4)=[CH:19][C:18]=3[C:24]([F:27])([F:26])[F:25])(=[O:16])=[O:15])[CH2:11][C@H:10]2[C:28]([N:30]2[CH2:33][C:32]([F:35])([F:34])[CH2:31]2)=[O:29])=[O:8])[CH2:5][CH2:4]1)#[N:2], predict the reactants needed to synthesize it. The reactants are: [C:1]([C:3]1([NH:6][C:7]([C@@H:9]2[CH2:13][C@@H:12]([S:14]([C:17]3[CH:22]=[CH:21][C:20](Br)=[CH:19][C:18]=3[C:24]([F:27])([F:26])[F:25])(=[O:16])=[O:15])[CH2:11][C@H:10]2[C:28]([N:30]2[CH2:33][C:32]([F:35])([F:34])[CH2:31]2)=[O:29])=[O:8])[CH2:5][CH2:4]1)#[N:2].[N:36]1[CH:41]=[CH:40][C:39](B(O)O)=[CH:38][C:37]=1[CH3:45].